From a dataset of Reaction yield outcomes from USPTO patents with 853,638 reactions. Predict the reaction yield, written as a fraction of the theoretical maximum amount of product (1.0 means a 100% yield; for example, 0.34 means a 34% yield). (1) The reactants are [Si:1]([O:18][CH2:19][CH2:20][N:21]1[CH2:26][CH2:25][N:24]([C:27](=O)[CH2:28][C@@H:29]([NH:38][C:39]2[CH:44]=[CH:43][C:42]([S:45]([NH2:48])(=[O:47])=[O:46])=[CH:41][C:40]=2[S:49]([C:52]([F:55])([F:54])[F:53])(=[O:51])=[O:50])[CH2:30][S:31][C:32]2[CH:37]=[CH:36][CH:35]=[CH:34][CH:33]=2)[CH2:23][CH2:22]1)([C:14]([CH3:17])([CH3:16])[CH3:15])([C:8]1[CH:13]=[CH:12][CH:11]=[CH:10][CH:9]=1)[C:2]1[CH:7]=[CH:6][CH:5]=[CH:4][CH:3]=1.B.C1COCC1. The catalyst is C1COCC1.N.CO. The product is [Si:1]([O:18][CH2:19][CH2:20][N:21]1[CH2:26][CH2:25][N:24]([CH2:27][CH2:28][C@@H:29]([NH:38][C:39]2[CH:44]=[CH:43][C:42]([S:45]([NH2:48])(=[O:46])=[O:47])=[CH:41][C:40]=2[S:49]([C:52]([F:54])([F:53])[F:55])(=[O:50])=[O:51])[CH2:30][S:31][C:32]2[CH:37]=[CH:36][CH:35]=[CH:34][CH:33]=2)[CH2:23][CH2:22]1)([C:14]([CH3:15])([CH3:16])[CH3:17])([C:8]1[CH:9]=[CH:10][CH:11]=[CH:12][CH:13]=1)[C:2]1[CH:7]=[CH:6][CH:5]=[CH:4][CH:3]=1. The yield is 0.250. (2) The reactants are C(OC([N:8]1[C:12]2[CH:13]=[CH:14][CH:15]=[CH:16][C:11]=2[N:10]=[C:9]1[CH2:17][NH:18][CH:19]1[C:28]2[N:27]=[CH:26][CH:25]=[CH:24][C:23]=2[CH2:22][CH2:21][CH2:20]1)=O)(C)(C)C.C(OC(=O)[NH:35][CH2:36][CH2:37][CH:38]=O)(C)(C)C.[BH-](OC(C)=O)(OC(C)=O)OC(C)=O.[Na+].CC(O)=O. The catalyst is C1COCC1. The product is [NH:8]1[C:12]2[CH:13]=[CH:14][CH:15]=[CH:16][C:11]=2[N:10]=[C:9]1[CH2:17][N:18]([CH:19]1[C:28]2[N:27]=[CH:26][CH:25]=[CH:24][C:23]=2[CH2:22][CH2:21][CH2:20]1)[CH2:38][CH2:37][CH2:36][NH2:35]. The yield is 0.750. (3) The reactants are [F:1][C:2]1[CH:11]=[C:10]2[C:5]([CH:6]=[CH:7][C:8]([CH3:12])=[N:9]2)=[C:4]([N:13]2[CH2:18][CH2:17][NH:16][CH2:15][CH2:14]2)[CH:3]=1.[Cl:19][CH2:20][CH2:21][C:22]1[C:23]([F:33])=[CH:24][C:25]2[O:30][CH2:29][C:28](=[O:31])[NH:27][C:26]=2[CH:32]=1. No catalyst specified. The product is [ClH:19].[F:33][C:23]1[C:22]([CH2:21][CH2:20][N:16]2[CH2:15][CH2:14][N:13]([C:4]3[CH:3]=[C:2]([F:1])[CH:11]=[C:10]4[C:5]=3[CH:6]=[CH:7][C:8]([CH3:12])=[N:9]4)[CH2:18][CH2:17]2)=[CH:32][C:26]2[NH:27][C:28](=[O:31])[CH2:29][O:30][C:25]=2[CH:24]=1. The yield is 0.270.